This data is from Kinase inhibitor binding affinity data with 442 proteins and 68 drugs (Kd values). The task is: Regression. Given a target protein amino acid sequence and a drug SMILES string, predict the binding affinity score between them. We predict pKd (pKd = -log10(Kd in M); higher means stronger binding). Dataset: davis. (1) The small molecule is OCCn1cc(-c2ccc3c(c2)CCC3=NO)c(-c2ccncc2)n1. The target protein (RIOK3) has sequence MDLVGVASPEPGTAAAWGPSKCPWAIPQNTISCSLADVMSEQLAKELQLEEEAAVFPEVAVAEGPFITGENIDTSSDLMLAQMLQMEYDREYDAQLRREEKKFNGDSKVSISFENYRKVHPYEDSDSSEDEVDWQDTRDDPYRPAKPVPTPKKGFIGKGKDITTKHDEVVCGRKNTARMENFAPEFQVGDGIGMDLKLSNHVFNALKQHAYSEERRSARLHEKKEHSTAEKAVDPKTRLLMYKMVNSGMLETITGCISTGKESVVFHAYGGSMEDEKEDSKVIPTECAIKVFKTTLNEFKNRDKYIKDDFRFKDRFSKLNPRKIIRMWAEKEMHNLARMQRAGIPCPTVVLLKKHILVMSFIGHDQVPAPKLKEVKLNSEEMKEAYYQTLHLMRQLYHECTLVHADLSEYNMLWHAGKVWLIDVSQSVEPTHPHGLEFLFRDCRNVSQFFQKGGVKEALSERELFNAVSGLNITADNEADFLAEIEALEKMNEDHVQKNG.... The pKd is 5.0. (2) The drug is Cc1ccc(F)c(NC(=O)Nc2ccc(-c3cccc4[nH]nc(N)c34)cc2)c1. The target protein (CDKL1) has sequence MEKYEKIGKIGEGSYGVVFKCRNRDTGQIVAIKKFLESEDDPVIKKIALREIRMLKQLKHPNLVNLLEVFRRKRRLHLVFEYCDHTVLHELDRYQRGVPEHLVKSITWQTLQAVNFCHKHNCIHRDVKPENILITKHSVIKLCDFGFARLLAGPSDYYTDYVATRWYRSPELLVGDTQYGPPVDVWAIGCVFAELLSGVPLWPGKSDVDQLYLIRKTLGDLIPRHQQVFSTNQYFSGVKIPDPEDMEPLELKFPNISYPALGLLKGCLHMDPTQRLTCEQLLHHPYFENIREIEDLAKEHNKPTRKTLRKSRKHHCFTETSKLQYLPQLTGSSILPALDNKKYYCDTKKLNYRFPNI. The pKd is 5.0. (3) The compound is COc1cc(N2CCC(N3CCN(C)CC3)CC2)ccc1Nc1ncc(Cl)c(Nc2ccccc2S(=O)(=O)C(C)C)n1. The target protein (MAST1) has sequence MSDSLWTALSNFSMPSFPGGSMFRRTKSCRTSNRKSLILTSTSPTLPRPHSPLPGHLGSSPLDSPRNFSPNTPAHFSFASSRRADGRRWSLASLPSSGYGTNTPSSTVSSSCSSQERLHQLPYQPTVDELHFLSKHFGSTESITDEDGGRRSPAVRPRSRSLSPGRSPSSYDNEIVMMNHVYKERFPKATAQMEEKLRDFTRAYEPDSVLPLADGVLSFIHHQIIELARDCLTKSRDGLITTVYFYELQENLEKLLQDAYERSESLEVAFVTQLVKKLLIIISRPARLLECLEFNPEEFYHLLEAAEGHAKEGHLVKTDIPRYIIRQLGLTRDPFPDVVHLEEQDSGGSNTPEQDDLSEGRSSKAKKPPGENDFDTIKLISNGAYGAVYLVRHRDTRQRFAMKKINKQNLILRNQIQQAFVERDILTFAENPFVVGMFCSFETRRHLCMVMEYVEGGDCATLLKNIGALPVEMARMYFAETVLALEYLHNYGIVHRDLKP.... The pKd is 5.5. (4) The small molecule is O=C(c1ccc(C=Cc2n[nH]c3ccccc23)cc1)N1CCNCC1. The target protein (RIOK3) has sequence MDLVGVASPEPGTAAAWGPSKCPWAIPQNTISCSLADVMSEQLAKELQLEEEAAVFPEVAVAEGPFITGENIDTSSDLMLAQMLQMEYDREYDAQLRREEKKFNGDSKVSISFENYRKVHPYEDSDSSEDEVDWQDTRDDPYRPAKPVPTPKKGFIGKGKDITTKHDEVVCGRKNTARMENFAPEFQVGDGIGMDLKLSNHVFNALKQHAYSEERRSARLHEKKEHSTAEKAVDPKTRLLMYKMVNSGMLETITGCISTGKESVVFHAYGGSMEDEKEDSKVIPTECAIKVFKTTLNEFKNRDKYIKDDFRFKDRFSKLNPRKIIRMWAEKEMHNLARMQRAGIPCPTVVLLKKHILVMSFIGHDQVPAPKLKEVKLNSEEMKEAYYQTLHLMRQLYHECTLVHADLSEYNMLWHAGKVWLIDVSQSVEPTHPHGLEFLFRDCRNVSQFFQKGGVKEALSERELFNAVSGLNITADNEADFLAEIEALEKMNEDHVQKNG.... The pKd is 7.2.